Task: Predict the product of the given reaction.. Dataset: Forward reaction prediction with 1.9M reactions from USPTO patents (1976-2016) (1) Given the reactants [C:1]([NH2:10])(=O)[C:2]1[C:3](=[CH:5][CH:6]=[CH:7][CH:8]=1)[OH:4].[C:11]([CH:14]([CH2:27][CH2:28][CH2:29][CH3:30])[C:15]([NH:17][C:18]1[CH:23]=[CH:22][C:21]([CH:24]([CH3:26])[CH3:25])=[CH:20][CH:19]=1)=[O:16])(=O)[CH3:12], predict the reaction product. The product is: [CH2:27]([C:14]1[C:15](=[O:16])[N:17]([C:18]2[CH:23]=[CH:22][C:21]([CH:24]([CH3:26])[CH3:25])=[CH:20][CH:19]=2)[C:1]([C:2]2[CH:8]=[CH:7][CH:6]=[CH:5][C:3]=2[OH:4])=[N:10][C:11]=1[CH3:12])[CH2:28][CH2:29][CH3:30]. (2) Given the reactants [F:1][C:2]([F:14])([F:13])[CH:3]([C:9]([F:12])([F:11])[F:10])[CH:4]([C:6]([OH:8])=[O:7])[NH2:5].[Si](C=[N+]=[N-])(C)(C)[CH3:16].CO.C(Cl)(Cl)Cl, predict the reaction product. The product is: [NH2:5][CH:4]([CH:3]([C:9]([F:11])([F:10])[F:12])[C:2]([F:13])([F:14])[F:1])[C:6]([O:8][CH3:16])=[O:7].